This data is from NCI-60 drug combinations with 297,098 pairs across 59 cell lines. The task is: Regression. Given two drug SMILES strings and cell line genomic features, predict the synergy score measuring deviation from expected non-interaction effect. Drug 2: C1C(C(OC1N2C=NC(=NC2=O)N)CO)O. Cell line: K-562. Drug 1: C1=NC2=C(N=C(N=C2N1C3C(C(C(O3)CO)O)O)F)N. Synergy scores: CSS=35.4, Synergy_ZIP=4.22, Synergy_Bliss=3.11, Synergy_Loewe=-12.4, Synergy_HSA=5.41.